Dataset: Full USPTO retrosynthesis dataset with 1.9M reactions from patents (1976-2016). Task: Predict the reactants needed to synthesize the given product. Given the product [CH:34]1([N:35]([CH3:36])[C:2]2[N:6]=[C:5]([CH:7]3[CH2:12][CH:11]([C:13]4[CH:18]=[CH:17][C:16]([C:19]([F:22])([F:21])[F:20])=[CH:15][CH:14]=4)[CH2:10][N:9]([C:23]([N:25]4[CH2:30][CH2:29][O:28][CH2:27][CH2:26]4)=[O:24])[CH2:8]3)[O:4][N:3]=2)[CH2:31][CH2:33]1, predict the reactants needed to synthesize it. The reactants are: Cl[C:2]1[N:6]=[C:5]([CH:7]2[CH2:12][CH:11]([C:13]3[CH:18]=[CH:17][C:16]([C:19]([F:22])([F:21])[F:20])=[CH:15][CH:14]=3)[CH2:10][N:9]([C:23]([N:25]3[CH2:30][CH2:29][O:28][CH2:27][CH2:26]3)=[O:24])[CH2:8]2)[O:4][N:3]=1.[CH:31]1([CH2:34][NH2:35])[CH2:33]C1.[CH2:36](O)C.